Dataset: Full USPTO retrosynthesis dataset with 1.9M reactions from patents (1976-2016). Task: Predict the reactants needed to synthesize the given product. (1) Given the product [O:17]1[CH2:21][CH2:20][CH:19]([CH2:22][NH:23][C:13]([C:10]2[CH:9]=[C:8]([CH2:1][C:2]3[CH:3]=[CH:4][CH:5]=[CH:6][CH:7]=3)[O:12][N:11]=2)=[O:15])[CH2:18]1, predict the reactants needed to synthesize it. The reactants are: [CH2:1]([C:8]1[O:12][N:11]=[C:10]([C:13]([OH:15])=O)[CH:9]=1)[C:2]1[CH:7]=[CH:6][CH:5]=[CH:4][CH:3]=1.Cl.[O:17]1[CH2:21][CH2:20][CH:19]([CH2:22][NH2:23])[CH2:18]1.C(N(CC)CC)C.ON1C2C=CC=CC=2N=N1.Cl.C(N=C=NCCCN(C)C)C. (2) The reactants are: [CH3:1][O:2][C:3]1[C:4]([CH2:13][N:14]2[CH:19]=[CH:18][CH:17]=[C:16]([C:20](O)=[O:21])[C:15]2=[O:23])=[CH:5][C:6]2[C:11]([CH:12]=1)=[CH:10][CH:9]=[CH:8][CH:7]=2.[NH2:24][C@@H:25]([CH2:33][CH2:34][CH2:35][NH:36][C:37]([NH:39][S:40]([C:43]1[C:44]([CH3:57])=[C:45]2[C:50](=[C:51]([CH3:54])[C:52]=1[CH3:53])[O:49][C:48]([CH3:56])([CH3:55])[CH2:47][CH2:46]2)(=[O:42])=[O:41])=[NH:38])[C:26]([O:28][C:29]([CH3:32])([CH3:31])[CH3:30])=[O:27].CN(C(ON1N=NC2C=CC=CC1=2)=[N+](C)C)C.F[P-](F)(F)(F)(F)F.CCN(C(C)C)C(C)C. Given the product [CH3:1][O:2][C:3]1[C:4]([CH2:13][N:14]2[CH:19]=[CH:18][CH:17]=[C:16]([C:20]([NH:24][C@@H:25]([CH2:33][CH2:34][CH2:35][NH:36][C:37]([NH:39][S:40]([C:43]3[C:44]([CH3:57])=[C:45]4[C:50](=[C:51]([CH3:54])[C:52]=3[CH3:53])[O:49][C:48]([CH3:56])([CH3:55])[CH2:47][CH2:46]4)(=[O:41])=[O:42])=[NH:38])[C:26]([O:28][C:29]([CH3:30])([CH3:31])[CH3:32])=[O:27])=[O:21])[C:15]2=[O:23])=[CH:5][C:6]2[C:11]([CH:12]=1)=[CH:10][CH:9]=[CH:8][CH:7]=2, predict the reactants needed to synthesize it. (3) Given the product [F:1][C:2]1[CH:3]=[CH:4][CH:5]=[C:6]2[C:10]=1[CH:9]([CH2:11][CH2:12][C:13]([NH:15][C:16]1[CH:24]=[CH:23][C:19]([F:41])=[CH:18][N:17]=1)=[O:14])[N:8]([CH2:25][C:26]1[CH:31]=[CH:30][C:29]([F:32])=[CH:28][CH:27]=1)[C:7]2=[O:33], predict the reactants needed to synthesize it. The reactants are: [F:1][C:2]1[CH:3]=[CH:4][CH:5]=[C:6]2[C:10]=1[CH:9]([CH2:11][CH2:12][C:13]([NH:15][C:16]1[CH:24]=[CH:23][C:19](C(O)=O)=[CH:18][N:17]=1)=[O:14])[N:8]([CH2:25][C:26]1[CH:31]=[CH:30][C:29]([F:32])=[CH:28][CH:27]=1)[C:7]2=[O:33].NC1C=CC([F:41])=CN=1. (4) Given the product [ClH:1].[Cl:1][C:2]1[CH:14]=[N:13][C:5]2[NH:6][C:7]3[CH2:12][CH2:11][N:10]([C:24]([C:25]4[CH:30]=[CH:29][CH:28]=[C:27]([O:31][CH3:32])[CH:26]=4)=[O:33])[CH2:9][C:8]=3[C:4]=2[CH:3]=1, predict the reactants needed to synthesize it. The reactants are: [Cl:1][C:2]1[CH:14]=[N:13][C:5]2[NH:6][C:7]3[CH2:12][CH2:11][NH:10][CH2:9][C:8]=3[C:4]=2[CH:3]=1.CCN(C(C)C)C(C)C.[C:24](Cl)(=[O:33])[C:25]1[CH:30]=[CH:29][CH:28]=[C:27]([O:31][CH3:32])[CH:26]=1.Cl.CCOCC. (5) Given the product [Cl:24][C:5]1[CH:4]=[C:3]([C:2]([F:21])([F:20])[F:1])[CH:8]=[C:7]([C:9]2[CH:14]=[CH:13][C:12]([C:15]([F:18])([F:17])[F:16])=[CH:11][CH:10]=2)[N:6]=1, predict the reactants needed to synthesize it. The reactants are: [F:1][C:2]([F:21])([F:20])[C:3]1[CH:8]=[C:7]([C:9]2[CH:14]=[CH:13][C:12]([C:15]([F:18])([F:17])[F:16])=[CH:11][CH:10]=2)[NH:6][C:5](=O)[CH:4]=1.P(Cl)(Cl)([Cl:24])=O. (6) Given the product [CH3:12][O:11][C:9]1[CH:8]=[N:7][C:6]2[C:13](=[O:14])[NH:15][CH:3]=[CH:4][C:5]=2[CH:10]=1, predict the reactants needed to synthesize it. The reactants are: CO[CH:3](OC)[CH2:4][C:5]1[C:6]([C:13]([NH2:15])=[O:14])=[N:7][CH:8]=[C:9]([O:11][CH3:12])[CH:10]=1.CC1C=CC(S(O)(=O)=O)=CC=1. (7) Given the product [CH:32]1([C:38]([N:53]([CH2:52][C:49]2[CH:50]=[CH:51][C:46]([O:45][CH2:44][C:43]([OH:54])=[O:42])=[CH:47][CH:48]=2)[CH2:17][C:18]2[N:19]=[C:20]([C:23]3[CH:31]=[CH:30][C:26]([C:27]([NH:13][CH2:12][C:11]4[CH:10]=[CH:9][C:8]([O:1][C:2]5[CH:3]=[CH:4][CH:5]=[CH:6][CH:7]=5)=[CH:15][CH:14]=4)=[O:28])=[CH:25][CH:24]=3)[S:21][CH:22]=2)=[O:39])[CH2:37][CH2:36][CH2:35][CH2:34][CH2:33]1, predict the reactants needed to synthesize it. The reactants are: [O:1]([C:8]1[CH:15]=[CH:14][C:11]([CH2:12][NH2:13])=[CH:10][CH:9]=1)[C:2]1[CH:7]=[CH:6][CH:5]=[CH:4][CH:3]=1.Cl[CH2:17][C:18]1[N:19]=[C:20]([C:23]2[CH:31]=[CH:30][C:26]([C:27](Cl)=[O:28])=[CH:25][CH:24]=2)[S:21][CH:22]=1.[CH:32]1([C:38](Cl)=[O:39])[CH2:37][CH2:36][CH2:35][CH2:34][CH2:33]1.C[O:42][C:43](=[O:54])[CH2:44][O:45][C:46]1[CH:51]=[CH:50][C:49]([CH2:52][NH2:53])=[CH:48][CH:47]=1.